This data is from Full USPTO retrosynthesis dataset with 1.9M reactions from patents (1976-2016). The task is: Predict the reactants needed to synthesize the given product. (1) Given the product [F:53][C:34]([F:33])([F:52])[C:35]1[CH:36]=[C:37]([C@H:45]2[O:49][C:48](=[O:50])[N:47]([CH2:14][C:5]3[CH:6]=[C:7]([C:10]([F:13])([F:12])[F:11])[CH:8]=[CH:9][C:4]=3[N:3]([CH2:16][C@H:17]3[CH2:18][CH2:19][C@H:20]([CH2:23][C:24]([O:26][CH2:27][CH3:28])=[O:25])[CH2:21][CH2:22]3)[CH2:1][CH3:2])[C@H:46]2[CH3:51])[CH:38]=[C:39]([C:41]([F:42])([F:43])[F:44])[CH:40]=1, predict the reactants needed to synthesize it. The reactants are: [CH2:1]([N:3]([CH2:16][C@H:17]1[CH2:22][CH2:21][C@H:20]([CH2:23][C:24]([O:26][CH2:27][CH3:28])=[O:25])[CH2:19][CH2:18]1)[C:4]1[CH:9]=[CH:8][C:7]([C:10]([F:13])([F:12])[F:11])=[CH:6][C:5]=1[CH2:14]O)[CH3:2].S(Cl)(Cl)=O.[F:33][C:34]([F:53])([F:52])[C:35]1[CH:36]=[C:37]([C@H:45]2[O:49][C:48](=[O:50])[NH:47][C@H:46]2[CH3:51])[CH:38]=[C:39]([C:41]([F:44])([F:43])[F:42])[CH:40]=1.CC(C)([O-])C.[K+]. (2) Given the product [CH3:2][C:1]([O:4][C:5]1[S:13][C:12]2[CH2:11][CH2:10][N:9]([CH:14]([C:22]([CH:24]3[CH2:26][CH2:25]3)=[O:23])[C:15]3[CH:20]=[CH:19][CH:18]=[CH:17][C:16]=3[F:21])[CH2:8][C:7]=2[CH:6]=1)=[O:3].[S:28]([O-:31])(=[O:30])(=[O:29])[CH3:27], predict the reactants needed to synthesize it. The reactants are: [C:1]([O:4][C:5]1[S:13][C:12]2[CH2:11][CH2:10][N:9]([CH:14]([C:22]([CH:24]3[CH2:26][CH2:25]3)=[O:23])[C:15]3[CH:20]=[CH:19][CH:18]=[CH:17][C:16]=3[F:21])[CH2:8][C:7]=2[CH:6]=1)(=[O:3])[CH3:2].[CH3:27][S:28]([OH:31])(=[O:30])=[O:29].CC(OC1SC2CCN(C(C(C3CC3)=O)C3C=CC=CC=3F)CC=2C=1)=O.Cl. (3) Given the product [OH:1][C:2]1[CH:3]=[C:4]([CH:8]=[C:9]([OH:11])[CH:10]=1)[C:5]([O:7][CH2:18][CH2:17][CH2:16][CH2:15][CH2:14][CH2:13][Cl:12])=[O:6], predict the reactants needed to synthesize it. The reactants are: [OH:1][C:2]1[CH:3]=[C:4]([CH:8]=[C:9]([OH:11])[CH:10]=1)[C:5]([OH:7])=[O:6].[Cl:12][CH2:13][CH2:14][CH2:15][CH2:16][CH2:17][CH2:18]O.S(=O)(=O)(O)O. (4) Given the product [CH3:12][C:13]1[CH:14]=[CH:15][CH:16]=[C:17]2[C:22]=1[N+:21]([O-:9])=[CH:20][CH:19]=[CH:18]2, predict the reactants needed to synthesize it. The reactants are: ClC1C=CC=C(C(OO)=[O:9])C=1.[CH3:12][C:13]1[CH:14]=[CH:15][CH:16]=[C:17]2[C:22]=1[N:21]=[CH:20][CH:19]=[CH:18]2. (5) Given the product [CH3:39][CH2:38][O:37][C:35]([C:24]1[N:23]([C:21]([O:20][C:16]([CH3:19])([CH3:18])[CH3:17])=[O:22])[C:31]2[C:26]([CH:25]=1)=[CH:27][CH:28]=[CH:29][C:30]=2[CH2:32][CH3:33])=[O:36], predict the reactants needed to synthesize it. The reactants are: CC1(C)CCCC(C)(C)N1.C([Li])CCC.[C:16]([O:20][C:21]([N:23]1[C:31]2[C:26](=[CH:27][CH:28]=[CH:29][C:30]=2[CH2:32][CH3:33])[CH:25]=[CH:24]1)=[O:22])([CH3:19])([CH3:18])[CH3:17].Cl[C:35]([O:37][CH2:38][CH3:39])=[O:36].[Cl-].[NH4+]. (6) Given the product [Br:2][C:3]1[CH:4]=[C:5]([Cl:30])[C:6]([O:9][CH:10]2[CH2:15][CH2:14][N:13]([CH2:16][C:17]3[C:25]([CH:26]4[CH2:27][CH2:28]4)=[CH:24][C:20]([C:21]([NH:60][S:57]([CH:54]4[CH2:56][CH2:55]4)(=[O:59])=[O:58])=[O:23])=[C:19]([F:29])[CH:18]=3)[CH2:12][CH2:11]2)=[N:7][CH:8]=1, predict the reactants needed to synthesize it. The reactants are: Cl.[Br:2][C:3]1[CH:4]=[C:5]([Cl:30])[C:6]([O:9][CH:10]2[CH2:15][CH2:14][N:13]([CH2:16][C:17]3[C:25]([CH:26]4[CH2:28][CH2:27]4)=[CH:24][C:20]([C:21]([OH:23])=O)=[C:19]([F:29])[CH:18]=3)[CH2:12][CH2:11]2)=[N:7][CH:8]=1.C(N1C=CN=C1)(N1C=CN=C1)=O.N12CCCN=C1CCCCC2.[CH:54]1([S:57]([NH2:60])(=[O:59])=[O:58])[CH2:56][CH2:55]1. (7) Given the product [CH:48]1([NH:47][C:30](=[O:32])[C:29]2[CH:33]=[CH:34][C:35]([CH3:36])=[C:27]([C:10]3[C:11]4[CH:17]=[CH:16][C:15](=[O:18])[N:14]([C:19]5[C:20]([F:26])=[CH:21][CH:22]=[CH:23][C:24]=5[F:25])[C:12]=4[N:13]=[C:8]([NH:7][CH2:6][CH2:5][CH2:4][N:3]([CH2:37][CH3:38])[CH2:1][CH3:2])[N:9]=3)[CH:28]=2)[CH2:53][CH2:52][CH2:51][CH2:50][CH2:49]1, predict the reactants needed to synthesize it. The reactants are: [CH2:1]([N:3]([CH2:37][CH3:38])[CH2:4][CH2:5][CH2:6][NH:7][C:8]1[N:9]=[C:10]([C:27]2[CH:28]=[C:29]([CH:33]=[CH:34][C:35]=2[CH3:36])[C:30]([OH:32])=O)[C:11]2[CH:17]=[CH:16][C:15](=[O:18])[N:14]([C:19]3[C:24]([F:25])=[CH:23][CH:22]=[CH:21][C:20]=3[F:26])[C:12]=2[N:13]=1)[CH3:2].CN(C(O[N:47]1N=N[C:49]2[CH:50]=[CH:51][CH:52]=[CH:53][C:48]1=2)=[N+](C)C)C.F[P-](F)(F)(F)(F)F.C(N(CC)CC)C.C1(N)CCCCC1. (8) Given the product [CH3:15][N:16]1[CH2:22][C@@H:21]([CH3:23])[C:20]2[C:24]([Cl:29])=[C:25]([Cl:28])[CH:26]=[CH:27][C:19]=2[CH2:18][CH2:17]1, predict the reactants needed to synthesize it. The reactants are: ClC1C=CC2CCNC[C@@H](C)C=2C=1Cl.[CH3:15][N:16]1[CH2:22][C@H:21]([CH3:23])[C:20]2[C:24]([Cl:29])=[C:25]([Cl:28])[CH:26]=[CH:27][C:19]=2[CH2:18][CH2:17]1.